Dataset: Reaction yield outcomes from USPTO patents with 853,638 reactions. Task: Predict the reaction yield, written as a fraction of the theoretical maximum amount of product (1.0 means a 100% yield; for example, 0.34 means a 34% yield). (1) The reactants are C([N:8]1[CH2:14][C:13]2[N:15]=[CH:16][C:17]([N:19]3[CH:23]=[CH:22][N:21]=[C:20]3[CH3:24])=[N:18][C:12]=2[O:11][CH2:10][CH2:9]1)C1C=CC=CC=1.[ClH:25]. The catalyst is CO.[OH-].[OH-].[Pd+2]. The product is [ClH:25].[CH3:24][C:20]1[N:19]([C:17]2[CH:16]=[N:15][C:13]3[CH2:14][NH:8][CH2:9][CH2:10][O:11][C:12]=3[N:18]=2)[CH:23]=[CH:22][N:21]=1. The yield is 0.610. (2) The reactants are [CH:1]1([C:4]2[C:13]3[C:8](=[CH:9][CH:10]=[CH:11][CH:12]=3)[C:7]([NH2:14])=[CH:6][CH:5]=2)[CH2:3][CH2:2]1.C(=O)(O)[O-].[Na+].[C:20](Cl)(Cl)=[S:21]. The catalyst is ClCCl. The product is [CH:1]1([C:4]2[C:13]3[C:8](=[CH:9][CH:10]=[CH:11][CH:12]=3)[C:7]([N:14]=[C:20]=[S:21])=[CH:6][CH:5]=2)[CH2:3][CH2:2]1. The yield is 0.990. (3) The reactants are [Br:1][C:2]1[CH:8]=[CH:7][C:5]([NH2:6])=[C:4]([C:9]([F:12])([F:11])[F:10])[CH:3]=1.[C:13]([O:17][C:18]([NH:20][C@H:21]([CH2:25][CH:26]([CH3:28])[CH3:27])[C:22](O)=[O:23])=[O:19])([CH3:16])([CH3:15])[CH3:14].O=P(Cl)(Cl)Cl. The catalyst is N1C=CC=CC=1. The product is [C:13]([O:17][C:18](=[O:19])[NH:20][C@H:21]([CH2:25][CH:26]([CH3:27])[CH3:28])[C:22]([NH:6][C:5]1[CH:7]=[CH:8][C:2]([Br:1])=[CH:3][C:4]=1[C:9]([F:10])([F:11])[F:12])=[O:23])([CH3:16])([CH3:15])[CH3:14]. The yield is 0.510. (4) The reactants are [NH2:1][C:2]1[CH:9]=[CH:8][C:7]([S:10]([C:13]2[CH:18]=[CH:17][CH:16]=[CH:15][CH:14]=2)(=[O:12])=[O:11])=[CH:6][C:3]=1[C:4]#[N:5].[N:19]([O-])=O.[Na+].Cl[Sn]Cl. The catalyst is Cl.O. The product is [C:13]1([S:10]([C:7]2[CH:6]=[C:3]3[C:2](=[CH:9][CH:8]=2)[NH:1][N:5]=[C:4]3[NH2:19])(=[O:12])=[O:11])[CH:14]=[CH:15][CH:16]=[CH:17][CH:18]=1. The yield is 0.400. (5) The product is [CH2:1]([O:3][C:4]1[CH:5]=[C:6]([CH:24]=[CH:25][CH:26]=1)[O:7][CH2:8][C:9]1[N:19]([CH2:20][CH:21]([CH3:23])[CH3:22])[C:13]2[CH:14]=[C:15]([OH:18])[CH:16]=[CH:17][C:12]=2[N:11]=1)[CH3:2]. The reactants are [CH2:1]([O:3][C:4]1[CH:5]=[C:6]([CH:24]=[CH:25][CH:26]=1)[O:7][CH2:8][C:9]([NH:11][C:12]1[CH:17]=[CH:16][C:15]([OH:18])=[CH:14][C:13]=1[NH:19][CH2:20][CH:21]([CH3:23])[CH3:22])=O)[CH3:2]. The yield is 0.870. The catalyst is CC(O)=O.